Dataset: Peptide-MHC class II binding affinity with 134,281 pairs from IEDB. Task: Regression. Given a peptide amino acid sequence and an MHC pseudo amino acid sequence, predict their binding affinity value. This is MHC class II binding data. (1) The peptide sequence is DVNASFRAAMATTAN. The MHC is DRB1_1302 with pseudo-sequence DRB1_1302. The binding affinity (normalized) is 0.437. (2) The peptide sequence is KTLILLETFVRVNPE. The MHC is DRB1_1302 with pseudo-sequence DRB1_1302. The binding affinity (normalized) is 0.703. (3) The peptide sequence is PTRVVNWEVIIMDEA. The MHC is DRB1_0404 with pseudo-sequence DRB1_0404. The binding affinity (normalized) is 0.512. (4) The peptide sequence is LMTGGVTLVRKNRWL. The MHC is DRB1_0801 with pseudo-sequence DRB1_0801. The binding affinity (normalized) is 0.592. (5) The peptide sequence is LGQQQPFPPQQPYPQPQ. The MHC is HLA-DQA10401-DQB10402 with pseudo-sequence HLA-DQA10401-DQB10402. The binding affinity (normalized) is 0.252. (6) The peptide sequence is GLLFSIMKNTTSARR. The MHC is DRB1_0401 with pseudo-sequence DRB1_0401. The binding affinity (normalized) is 0.920. (7) The peptide sequence is HHLVEFEPPHAATIR. The MHC is DRB1_0404 with pseudo-sequence DRB1_0404. The binding affinity (normalized) is 0.0715.